The task is: Binary Classification. Given a miRNA mature sequence and a target amino acid sequence, predict their likelihood of interaction.. This data is from Experimentally validated miRNA-target interactions with 360,000+ pairs, plus equal number of negative samples. The miRNA is hsa-miR-6771-3p with sequence CAAACCCCUGUCUACCCGCAG. The protein sequence of the target gene is MASSDLEQLCSHVNEKIGNIKKTLSLRNCGQEPTLKTVLNKIGDEIIVINELLNKLELEIQYQEQTNNSLKELCESLEEDYKDIEHLKENVPSHLPQVTVTQSCVKGSDLDPEEPIKVEEPEPVKKPPKEQRSIKEMPFITCDEFNGVPSYMKSRLTYNQINDVIKEINKAVISKYKILHQPKKSMNSVTRNLYHRFIDEETKDTKGRYFIVEADIKEFTTLKADKKFHVLLNILRHCRRLSEVRGGGLTRYVIT. Result: 1 (interaction).